Dataset: NCI-60 drug combinations with 297,098 pairs across 59 cell lines. Task: Regression. Given two drug SMILES strings and cell line genomic features, predict the synergy score measuring deviation from expected non-interaction effect. Drug 1: CCC(=C(C1=CC=CC=C1)C2=CC=C(C=C2)OCCN(C)C)C3=CC=CC=C3.C(C(=O)O)C(CC(=O)O)(C(=O)O)O. Drug 2: C1CN(P(=O)(OC1)NCCCl)CCCl. Cell line: SR. Synergy scores: CSS=4.86, Synergy_ZIP=-1.94, Synergy_Bliss=0.0988, Synergy_Loewe=-0.902, Synergy_HSA=-0.116.